From a dataset of Reaction yield outcomes from USPTO patents with 853,638 reactions. Predict the reaction yield, written as a fraction of the theoretical maximum amount of product (1.0 means a 100% yield; for example, 0.34 means a 34% yield). (1) The reactants are [CH:1]([C:4]1[CH:9]=[CH:8][CH:7]=[CH:6][C:5]=1[OH:10])([CH3:3])[CH3:2].[Br-:11].[Br-].[Br-].C([N+](CCCC)(CCCC)CCCC)CCC.C([N+](CCCC)(CCCC)CCCC)CCC.C([N+](CCCC)(CCCC)CCCC)CCC.S([O-])([O-])(=O)=S.[Na+].[Na+]. The catalyst is C(Cl)(Cl)Cl. The product is [Br:11][C:8]1[CH:7]=[CH:6][C:5]([OH:10])=[C:4]([CH:1]([CH3:3])[CH3:2])[CH:9]=1. The yield is 0.790. (2) The reactants are C(OC(=O)CCCOC1C=CC=C(CCCCCCOC2C=C(C3C=CC(F)=C(F)C=3)C=C(C(=O)N(C)C)C=2)C=1CCC(OCC)=O)C.[CH2:49]([O:51][C:52](=[O:98])[CH2:53][CH2:54][CH2:55][O:56][C:57]1[CH:62]=[CH:61][CH:60]=[C:59]([CH2:63][CH2:64][CH2:65][CH2:66][CH2:67][CH2:68][O:69][C:70]2[CH:75]=[C:74]([C:76](=[O:89])[NH:77][CH2:78][C:79]3[CH:84]=[CH:83][CH:82]=[CH:81][C:80]=3[O:85][CH:86]([F:88])[F:87])[CH:73]=[C:72](Br)[CH:71]=2)[C:58]=1[CH2:91][CH2:92][C:93]([O:95][CH2:96][CH3:97])=[O:94])[CH3:50].[CH2:99]1[O:107][C:106]2[CH:105]=[CH:104][C:103](B(O)O)=[CH:102][C:101]=2[O:100]1.C(=O)([O-])[O-].[Cs+].[Cs+]. The catalyst is COCCOC.C1C=CC(P(C2C=CC=CC=2)[C-]2C=CC=C2)=CC=1.C1C=CC(P(C2C=CC=CC=2)[C-]2C=CC=C2)=CC=1.Cl[Pd]Cl.[Fe+2]. The product is [CH2:49]([O:51][C:52](=[O:98])[CH2:53][CH2:54][CH2:55][O:56][C:57]1[CH:62]=[CH:61][CH:60]=[C:59]([CH2:63][CH2:64][CH2:65][CH2:66][CH2:67][CH2:68][O:69][C:70]2[CH:75]=[C:74]([C:76](=[O:89])[NH:77][CH2:78][C:79]3[CH:84]=[CH:83][CH:82]=[CH:81][C:80]=3[O:85][CH:86]([F:88])[F:87])[CH:73]=[C:72]([C:104]3[CH:103]=[CH:102][C:101]4[O:100][CH2:99][O:107][C:106]=4[CH:105]=3)[CH:71]=2)[C:58]=1[CH2:91][CH2:92][C:93]([O:95][CH2:96][CH3:97])=[O:94])[CH3:50]. The yield is 0.880.